From a dataset of Reaction yield outcomes from USPTO patents with 853,638 reactions. Predict the reaction yield, written as a fraction of the theoretical maximum amount of product (1.0 means a 100% yield; for example, 0.34 means a 34% yield). The product is [Br:1][C:2]1[CH:3]=[N:4][N:5]2[CH:10]=[CH:9][C:8]([CH:11]([Br:20])[CH3:12])=[CH:7][C:6]=12. The reactants are [Br:1][C:2]1[CH:3]=[N:4][N:5]2[CH:10]=[CH:9][C:8]([CH2:11][CH3:12])=[CH:7][C:6]=12.C1C(=O)N([Br:20])C(=O)C1.C(OOC(=O)C1C=CC=CC=1)(=O)C1C=CC=CC=1.O. The yield is 0.290. The catalyst is C(Cl)(Cl)(Cl)Cl.